Task: Predict which catalyst facilitates the given reaction.. Dataset: Catalyst prediction with 721,799 reactions and 888 catalyst types from USPTO Product: [CH2:1]([NH:5][C:6]1[N:7]=[CH:8][C:9]2[N:14]([C:15]3[CH:20]=[CH:19][C:18]([F:21])=[CH:17][CH:16]=3)[CH:13]=[C:12]([C@@H:22]3[CH2:23][CH2:24][C@H:25]([OH:28])[CH2:26][CH2:27]3)[C:10]=2[N:11]=1)[CH2:2][CH2:3][CH3:4]. The catalyst class is: 19. Reactant: [CH2:1]([NH:5][C:6]1[N:7]=[CH:8][C:9]2[N:14]([C:15]3[CH:20]=[CH:19][C:18]([F:21])=[CH:17][CH:16]=3)[CH:13]=[C:12]([C:22]3[CH2:27][CH2:26][CH:25]([OH:28])[CH2:24][CH:23]=3)[C:10]=2[N:11]=1)[CH2:2][CH2:3][CH3:4].